Dataset: Reaction yield outcomes from USPTO patents with 853,638 reactions. Task: Predict the reaction yield, written as a fraction of the theoretical maximum amount of product (1.0 means a 100% yield; for example, 0.34 means a 34% yield). (1) The reactants are [O:1]1[CH2:5][CH2:4][O:3][CH:2]1[C:6]1[CH:11]=[CH:10][C:9]([C:12]2[CH:17]=[CH:16][CH:15]=[C:14]([CH2:18][NH:19][C:20](=[O:27])[C:21]3[CH:26]=[CH:25][CH:24]=[CH:23][CH:22]=3)[CH:13]=2)=[CH:8][CH:7]=1.[CH3:28][C:29](C)([O-])C.[K+].ICC. The catalyst is C1COCC1. The product is [O:1]1[CH2:5][CH2:4][O:3][CH:2]1[C:6]1[CH:7]=[CH:8][C:9]([C:12]2[CH:17]=[CH:16][CH:15]=[C:14]([CH2:18][N:19]([CH2:28][CH3:29])[C:20](=[O:27])[C:21]3[CH:22]=[CH:23][CH:24]=[CH:25][CH:26]=3)[CH:13]=2)=[CH:10][CH:11]=1. The yield is 0.640. (2) The yield is 0.943. The catalyst is CO. The product is [Cl:5][C:6]1[CH:11]=[CH:10][C:9]([N:12]2[CH2:17][CH2:16][CH2:15][CH2:14][CH2:13]2)=[C:8]([CH:7]=1)[NH2:18]. The reactants are Cl.[Sn](Cl)Cl.[Cl:5][C:6]1[CH:11]=[CH:10][C:9]([N:12]2[CH2:17][CH2:16][CH2:15][CH2:14][CH2:13]2)=[C:8]([N+:18]([O-])=O)[CH:7]=1.C(=O)(O)[O-].[Na+]. (3) The reactants are [F:1][C:2]1[CH:7]=[CH:6][CH:5]=[CH:4][C:3]=1[SH:8].IC.[C:11](=O)([O-])[O-].[K+].[K+].C(O)(=O)CC(CC(O)=O)(C(O)=O)O. The catalyst is CN(C=O)C. The product is [F:1][C:2]1[CH:7]=[CH:6][CH:5]=[CH:4][C:3]=1[S:8][CH3:11]. The yield is 0.600.